The task is: Predict the reactants needed to synthesize the given product.. This data is from Full USPTO retrosynthesis dataset with 1.9M reactions from patents (1976-2016). Given the product [Cl:23][C:24]1[CH:32]=[CH:31][C:30]([S:33]([CH3:36])(=[O:35])=[O:34])=[CH:29][C:25]=1[C:26]([O:18][C:14]1[CH:15]=[CH:16][CH:17]=[C:12]([C:11]2[C:10]3[C:5](=[C:6]([C:19]([F:22])([F:20])[F:21])[CH:7]=[CH:8][CH:9]=3)[N:4]=[CH:3][C:2]=2[CH3:1])[CH:13]=1)=[O:27], predict the reactants needed to synthesize it. The reactants are: [CH3:1][C:2]1[CH:3]=[N:4][C:5]2[C:10]([C:11]=1[C:12]1[CH:13]=[C:14]([OH:18])[CH:15]=[CH:16][CH:17]=1)=[CH:9][CH:8]=[CH:7][C:6]=2[C:19]([F:22])([F:21])[F:20].[Cl:23][C:24]1[CH:32]=[CH:31][C:30]([S:33]([CH3:36])(=[O:35])=[O:34])=[CH:29][C:25]=1[C:26](O)=[O:27].